The task is: Predict the reactants needed to synthesize the given product.. This data is from Full USPTO retrosynthesis dataset with 1.9M reactions from patents (1976-2016). (1) The reactants are: [Br:1][C:2]1[CH:3]=[C:4]([CH:8]2[C:13]([CH3:15])([CH3:14])[O:12][C:11]([NH:16][C@H:17]([C:28]3[CH:33]=[CH:32][CH:31]=[CH:30][CH:29]=3)[CH2:18][CH2:19][O:20][Si](C(C)(C)C)(C)C)=[N:10][S:9]2(=[O:35])=[O:34])[CH:5]=[CH:6][CH:7]=1.Cl. Given the product [Br:1][C:2]1[CH:3]=[C:4]([CH:8]2[C:13]([CH3:15])([CH3:14])[O:12][C:11]([NH:16][C@H:17]([C:28]3[CH:29]=[CH:30][CH:31]=[CH:32][CH:33]=3)[CH2:18][CH2:19][OH:20])=[N:10][S:9]2(=[O:35])=[O:34])[CH:5]=[CH:6][CH:7]=1, predict the reactants needed to synthesize it. (2) Given the product [CH3:1][C:2]1[N:3]([CH2:29][C:30]([OH:32])=[O:31])[C:4]2[CH2:5][CH2:6][C:7]([CH3:28])([CH3:27])[CH2:8][C:9]=2[C:10]=1[S:11][C:12]1[CH:13]=[CH:14][C:15]([S:18]([N:21]2[CH2:26][CH2:25][O:24][CH2:23][CH2:22]2)(=[O:20])=[O:19])=[CH:16][CH:17]=1, predict the reactants needed to synthesize it. The reactants are: [CH3:1][C:2]1[N:3]([CH2:29][C:30]([O:32]CC)=[O:31])[C:4]2[CH2:5][CH2:6][C:7]([CH3:28])([CH3:27])[CH2:8][C:9]=2[C:10]=1[S:11][C:12]1[CH:17]=[CH:16][C:15]([S:18]([N:21]2[CH2:26][CH2:25][O:24][CH2:23][CH2:22]2)(=[O:20])=[O:19])=[CH:14][CH:13]=1.O.[OH-].[Na+].Cl. (3) Given the product [CH2:12]([C:7]([O:61][C:62]1[CH:63]=[C:64]([CH2:69][C@@:70]([NH:82][NH2:83])([CH3:81])[C:71]([O:73][CH2:74][C:75]2[CH:76]=[CH:77][N:78]=[CH:79][CH:80]=2)=[O:72])[CH:65]=[CH:66][C:67]=1[O:68][C:37]([CH2:42][CH3:41])=[O:36])=[O:6])[CH3:11], predict the reactants needed to synthesize it. The reactants are: C(OC([O:6][C:7]1C=C(C[C@@](NN)(C)C(OC[O:6][C:7]2C=CC(Cl)=[CH:11][CH:12]=2)=O)C=[CH:11][C:12]=1OC(OCC)=O)=O)C.[OH:36][C:37]1C=C(C[C@@](NN)(C)C(OC[O:36][C:37]2C=CC(Cl)=[CH:41][CH:42]=2)=O)C=[CH:41][C:42]=1O.[OH:61][C:62]1[CH:63]=[C:64]([CH2:69][C@@:70]([NH:82][NH2:83])([CH3:81])[C:71]([O:73][CH2:74][C:75]2[CH:80]=[CH:79][N:78]=[CH:77][CH:76]=2)=[O:72])[CH:65]=[CH:66][C:67]=1[OH:68]. (4) Given the product [Cl:1][C:2]1[C:9]([F:10])=[CH:8][C:5]([CH2:6][N:12]2[CH2:17][CH2:16][O:15][CH2:14][CH2:13]2)=[C:4]([F:11])[CH:3]=1, predict the reactants needed to synthesize it. The reactants are: [Cl:1][C:2]1[C:9]([F:10])=[CH:8][C:5]([CH:6]=O)=[C:4]([F:11])[CH:3]=1.[NH:12]1[CH2:17][CH2:16][O:15][CH2:14][CH2:13]1.C(O[BH-](OC(=O)C)OC(=O)C)(=O)C.[Na+].C([O-])(O)=O.[Na+]. (5) Given the product [CH2:1]([O:3][C:4]([C:6]1[C:18](=[O:19])[N:17]([CH:20]2[CH2:24][CH2:23][CH2:22][CH2:21]2)[C:9]2[N:10]=[C:11]([NH:44][C:41]3[CH:42]=[CH:43][C:38]([N:35]4[CH2:36][CH2:37][N:32]([C:30]([O:29][C:25]([CH3:28])([CH3:27])[CH3:26])=[O:31])[CH2:33][CH2:34]4)=[CH:39][N:40]=3)[N:12]=[CH:13][C:8]=2[CH:7]=1)=[O:5])[CH3:2], predict the reactants needed to synthesize it. The reactants are: [CH2:1]([O:3][C:4]([C:6]1[C:18](=[O:19])[N:17]([CH:20]2[CH2:24][CH2:23][CH2:22][CH2:21]2)[C:9]2[N:10]=[C:11](S(C)=O)[N:12]=[CH:13][C:8]=2[CH:7]=1)=[O:5])[CH3:2].[C:25]([O:29][C:30]([N:32]1[CH2:37][CH2:36][N:35]([C:38]2[CH:39]=[N:40][C:41]([NH2:44])=[CH:42][CH:43]=2)[CH2:34][CH2:33]1)=[O:31])([CH3:28])([CH3:27])[CH3:26].C1(C)C=CC=CC=1. (6) Given the product [Si:11]([O:18][C@@H:19]1[C@@H:24]([CH2:25][CH3:34])[CH2:23][N:22]([C:2]2[CH:7]=[CH:6][N:5]=[CH:4][C:3]=2[N+:8]([O-:10])=[O:9])[CH2:21][C@H:20]1[NH:26][C:27](=[O:33])[O:28][C:29]([CH3:32])([CH3:31])[CH3:30])([C:14]([CH3:17])([CH3:15])[CH3:16])([CH3:13])[CH3:12], predict the reactants needed to synthesize it. The reactants are: Cl[C:2]1[CH:7]=[CH:6][N:5]=[CH:4][C:3]=1[N+:8]([O-:10])=[O:9].[Si:11]([O:18][C@@H:19]1[C@@H:24]([CH3:25])[CH2:23][NH:22][CH2:21][C@H:20]1[NH:26][C:27](=[O:33])[O:28][C:29]([CH3:32])([CH3:31])[CH3:30])([C:14]([CH3:17])([CH3:16])[CH3:15])([CH3:13])[CH3:12].[CH3:34]C(O)C.